Task: Binary Classification. Given a drug SMILES string, predict its activity (active/inactive) in a high-throughput screening assay against a specified biological target.. Dataset: Cav3 T-type calcium channel HTS with 100,875 compounds (1) The compound is O=C(NC(C)C)c1c(NC(=O)COC)cccc1. The result is 0 (inactive). (2) The compound is O=C1N(C(=O)C2C1C1CC2C=C1)CCNC(=O)Nc1c(cccc1)C. The result is 0 (inactive). (3) The molecule is o1c2CC(CC(=O)c2c2c1cc(O)c(O)c2)(C)C. The result is 0 (inactive). (4) The molecule is S(=O)(=O)(Nc1noc(c1)C)c1ccc(NC(=O)CCN2C(=O)c3c(C2=O)cccc3)cc1. The result is 0 (inactive). (5) The drug is S(=O)(=O)(N1CCC(CC1)C(=O)NC(C)C(=O)Nc1cc2OCOc2cc1)c1ccc(cc1)C. The result is 0 (inactive). (6) The drug is Fc1c(Cn2c(nc3c2cccc3)C(NC(=O)C)C)cccc1. The result is 0 (inactive).